Dataset: Forward reaction prediction with 1.9M reactions from USPTO patents (1976-2016). Task: Predict the product of the given reaction. (1) Given the reactants [C:1]([O:5][C:6]([NH:8][C:9]1([C:12]2[CH:20]=[CH:19][C:15]([C:16](O)=[O:17])=[CH:14][N:13]=2)[CH2:11][CH2:10]1)=[O:7])([CH3:4])([CH3:3])[CH3:2].CN(C(O[N:29]1[N:37]=NC2C=CC=NC1=2)=[N+](C)C)C.F[P-](F)(F)(F)(F)F.CCN(CC)CC.O.NN, predict the reaction product. The product is: [C:1]([O:5][C:6](=[O:7])[NH:8][C:9]1([C:12]2[CH:20]=[CH:19][C:15]([C:16]([NH:29][NH2:37])=[O:17])=[CH:14][N:13]=2)[CH2:11][CH2:10]1)([CH3:4])([CH3:3])[CH3:2]. (2) The product is: [ClH:32].[ClH:32].[ClH:32].[O:28]1[C:27]2=[C:22]([N:19]3[CH2:20][CH2:21][N:16]([CH2:15][CH2:14][C@H:11]4[CH2:12][CH2:13][C@H:8]([NH2:7])[CH2:9][CH2:10]4)[CH2:17][CH2:18]3)[N:23]=[CH:24][CH:25]=[C:26]2[CH2:30][CH2:29]1. Given the reactants C(OC(=O)[NH:7][C@H:8]1[CH2:13][CH2:12][C@H:11]([CH2:14][CH2:15][N:16]2[CH2:21][CH2:20][N:19]([C:22]3[N:23]=[CH:24][CH:25]=[C:26]4[CH2:30][CH2:29][O:28][C:27]=34)[CH2:18][CH2:17]2)[CH2:10][CH2:9]1)(C)(C)C.[ClH:32], predict the reaction product. (3) Given the reactants [H-].[Na+].[CH3:3][C:4]1([C:9]2[CH:10]=[C:11]3[C:15](=[CH:16][CH:17]=2)[N:14]([CH2:18][C:19]([F:22])([F:21])[F:20])[C:13](=[O:23])[CH2:12]3)OCC[O:5]1.C1(N(C2C=CC=CC=2)[C:31](=[O:48])[NH:32][C:33]2[CH:34]=[C:35]([CH:45]=[CH:46][CH:47]=2)[C:36]([NH:38][C:39]2[CH:44]=[CH:43][CH:42]=[CH:41][CH:40]=2)=[O:37])C=CC=CC=1.Cl, predict the reaction product. The product is: [C:39]1([NH:38][C:36]([C:35]2[CH:34]=[C:33]([NH:32][C:31]([CH:12]3[C:11]4[C:15](=[CH:16][CH:17]=[C:9]([C:4](=[O:5])[CH3:3])[CH:10]=4)[N:14]([CH2:18][C:19]([F:21])([F:22])[F:20])[C:13]3=[O:23])=[O:48])[CH:47]=[CH:46][CH:45]=2)=[O:37])[CH:44]=[CH:43][CH:42]=[CH:41][CH:40]=1. (4) The product is: [CH3:25][N:2]([CH3:1])[S:3]([N:6]1[C:10]([CH:28]=[O:29])=[CH:9][N:8]=[C:7]1[Si:18]([C:21]([CH3:23])([CH3:24])[CH3:22])([CH3:19])[CH3:20])(=[O:5])=[O:4]. Given the reactants [CH3:1][N:2]([CH3:25])[S:3]([N:6]1[C:10](SC2C=CC=CC=2)=[CH:9][N:8]=[C:7]1[Si:18]([C:21]([CH3:24])([CH3:23])[CH3:22])([CH3:20])[CH3:19])(=[O:5])=[O:4].C1C[O:29][CH2:28]C1, predict the reaction product.